Dataset: Catalyst prediction with 721,799 reactions and 888 catalyst types from USPTO. Task: Predict which catalyst facilitates the given reaction. (1) Reactant: Cl.[N+:2]([C:5]1[CH:6]=[C:7]([S:18]([NH2:21])(=[O:20])=[O:19])[CH:8]=[CH:9][C:10]=1[NH:11][CH:12]1[CH2:17][CH2:16][NH:15][CH2:14][CH2:13]1)([O-:4])=[O:3].C(N(CC)CC)C.Br[CH2:30][CH:31]=[CH2:32]. Product: [CH2:32]([N:15]1[CH2:16][CH2:17][CH:12]([NH:11][C:10]2[CH:9]=[CH:8][C:7]([S:18]([NH2:21])(=[O:19])=[O:20])=[CH:6][C:5]=2[N+:2]([O-:4])=[O:3])[CH2:13][CH2:14]1)[CH:31]=[CH2:30]. The catalyst class is: 9. (2) Reactant: [O:1]1[CH2:6][CH2:5][N:4]([CH2:7][C:8]2[N:9]=[CH:10][S:11][CH:12]=2)[CH2:3][CH2:2]1.[C:13](=[O:15])=[O:14].C([Li:20])CCC. Product: [O:1]1[CH2:6][CH2:5][N:4]([CH2:7][C:8]2[N:9]=[C:10]([C:13]([O-:15])=[O:14])[S:11][CH:12]=2)[CH2:3][CH2:2]1.[Li+:20]. The catalyst class is: 27.